Dataset: NCI-60 drug combinations with 297,098 pairs across 59 cell lines. Task: Regression. Given two drug SMILES strings and cell line genomic features, predict the synergy score measuring deviation from expected non-interaction effect. (1) Drug 1: C1=NC2=C(N=C(N=C2N1C3C(C(C(O3)CO)O)O)F)N. Drug 2: CCN(CC)CCNC(=O)C1=C(NC(=C1C)C=C2C3=C(C=CC(=C3)F)NC2=O)C. Cell line: CCRF-CEM. Synergy scores: CSS=49.8, Synergy_ZIP=7.00, Synergy_Bliss=5.22, Synergy_Loewe=-8.86, Synergy_HSA=1.01. (2) Drug 1: CCN(CC)CCCC(C)NC1=C2C=C(C=CC2=NC3=C1C=CC(=C3)Cl)OC. Drug 2: C(CN)CNCCSP(=O)(O)O. Cell line: IGROV1. Synergy scores: CSS=-0.548, Synergy_ZIP=0.914, Synergy_Bliss=0.317, Synergy_Loewe=-2.54, Synergy_HSA=-2.51. (3) Drug 1: C(CC(=O)O)C(=O)CN.Cl. Drug 2: N.N.Cl[Pt+2]Cl. Cell line: A498. Synergy scores: CSS=35.3, Synergy_ZIP=0.0133, Synergy_Bliss=0.823, Synergy_Loewe=0.670, Synergy_HSA=2.97. (4) Drug 1: C1CN1C2=NC(=NC(=N2)N3CC3)N4CC4. Drug 2: CCC1=CC2CC(C3=C(CN(C2)C1)C4=CC=CC=C4N3)(C5=C(C=C6C(=C5)C78CCN9C7C(C=CC9)(C(C(C8N6C)(C(=O)OC)O)OC(=O)C)CC)OC)C(=O)OC.C(C(C(=O)O)O)(C(=O)O)O. Cell line: HL-60(TB). Synergy scores: CSS=96.1, Synergy_ZIP=-0.425, Synergy_Bliss=-0.866, Synergy_Loewe=-1.32, Synergy_HSA=0.0741. (5) Drug 1: CCCCCOC(=O)NC1=NC(=O)N(C=C1F)C2C(C(C(O2)C)O)O. Drug 2: CC1CCC2CC(C(=CC=CC=CC(CC(C(=O)C(C(C(=CC(C(=O)CC(OC(=O)C3CCCCN3C(=O)C(=O)C1(O2)O)C(C)CC4CCC(C(C4)OC)O)C)C)O)OC)C)C)C)OC. Cell line: RPMI-8226. Synergy scores: CSS=-14.4, Synergy_ZIP=2.71, Synergy_Bliss=0.844, Synergy_Loewe=-10.8, Synergy_HSA=-10.9. (6) Drug 1: C1=NC2=C(N1)C(=S)N=C(N2)N. Drug 2: C1C(C(OC1N2C=C(C(=O)NC2=O)F)CO)O. Cell line: SK-MEL-5. Synergy scores: CSS=47.6, Synergy_ZIP=-5.44, Synergy_Bliss=-4.81, Synergy_Loewe=-4.94, Synergy_HSA=-1.66. (7) Drug 1: C1=NC(=NC(=O)N1C2C(C(C(O2)CO)O)O)N. Drug 2: COC1=C2C(=CC3=C1OC=C3)C=CC(=O)O2. Cell line: SK-MEL-28. Synergy scores: CSS=1.74, Synergy_ZIP=-3.49, Synergy_Bliss=-1.41, Synergy_Loewe=-7.77, Synergy_HSA=-1.44.